From a dataset of Reaction yield outcomes from USPTO patents with 853,638 reactions. Predict the reaction yield, written as a fraction of the theoretical maximum amount of product (1.0 means a 100% yield; for example, 0.34 means a 34% yield). The reactants are [Br:1]N1C(=O)CCC1=O.[C:9]([C:11]1[C:20]2[C:15](=[CH:16][CH:17]=[CH:18][CH:19]=2)[C:14]([N:21]2[CH:25]=[CH:24][N:23]=[C:22]2[S:26][CH2:27][C:28]([O:30][CH2:31][CH3:32])=[O:29])=[CH:13][CH:12]=1)#[N:10]. The catalyst is ClCCl. The product is [Br:1][C:25]1[N:21]([C:14]2[C:15]3[C:20](=[CH:19][CH:18]=[CH:17][CH:16]=3)[C:11]([C:9]#[N:10])=[CH:12][CH:13]=2)[C:22]([S:26][CH2:27][C:28]([O:30][CH2:31][CH3:32])=[O:29])=[N:23][CH:24]=1. The yield is 0.715.